From a dataset of Forward reaction prediction with 1.9M reactions from USPTO patents (1976-2016). Predict the product of the given reaction. (1) Given the reactants [CH3:1][O:2][C:3]1[CH:4]=[C:5]([CH:26]=[CH:27][C:28]=1[O:29][CH3:30])[CH2:6][N:7]1[C:16](=[O:17])[C:15]2[C:10](=[CH:11][CH:12]=[C:13](I)[CH:14]=2)[N:9]([CH:19]2[CH2:24][CH2:23][O:22][CH2:21][CH2:20]2)[C:8]1=[O:25].C([Sn](CCCC)(CCCC)[C:36]([O:38]CC)=[CH2:37])CCC, predict the reaction product. The product is: [C:36]([C:13]1[CH:14]=[C:15]2[C:10](=[CH:11][CH:12]=1)[N:9]([CH:19]1[CH2:20][CH2:21][O:22][CH2:23][CH2:24]1)[C:8](=[O:25])[N:7]([CH2:6][C:5]1[CH:26]=[CH:27][C:28]([O:29][CH3:30])=[C:3]([O:2][CH3:1])[CH:4]=1)[C:16]2=[O:17])(=[O:38])[CH3:37]. (2) Given the reactants [Cl-].[NH4+].CO.[N+:5]([C:8]1[CH:13]=[CH:12][C:11]([N:14]2[CH2:19][CH2:18][O:17][CH2:16][CH2:15]2)=[CH:10][CH:9]=1)([O-])=O, predict the reaction product. The product is: [N:14]1([C:11]2[CH:10]=[CH:9][C:8]([NH2:5])=[CH:13][CH:12]=2)[CH2:15][CH2:16][O:17][CH2:18][CH2:19]1. (3) Given the reactants [CH2:1]1[C:10]2[C:5](=[CH:6][C:7]([NH:11][C:12](=[O:21])[O:13][CH2:14][C:15]3[CH:20]=[CH:19][CH:18]=[CH:17][CH:16]=3)=[CH:8][CH:9]=2)[CH2:4][CH2:3][NH:2]1.F[C:23](F)(F)C([O-])=O.C=O.C(O[BH-](OC(=O)C)OC(=O)C)(=O)C.[Na+].C(=O)([O-])O.[Na+], predict the reaction product. The product is: [CH3:23][N:2]1[CH2:3][CH2:4][C:5]2[C:10](=[CH:9][CH:8]=[C:7]([NH:11][C:12](=[O:21])[O:13][CH2:14][C:15]3[CH:20]=[CH:19][CH:18]=[CH:17][CH:16]=3)[CH:6]=2)[CH2:1]1.